This data is from Forward reaction prediction with 1.9M reactions from USPTO patents (1976-2016). The task is: Predict the product of the given reaction. Given the reactants CC1(C)C(C)(C)OB([C:9]2[CH:10]=[C:11]3[C:16](=[CH:17][CH:18]=2)[CH:15]=[C:14]([C:19]2[NH:23][C:22]([C@@H:24]4[CH2:28][CH2:27][CH2:26][N:25]4[C:29]([O:31][C:32]([CH3:35])([CH3:34])[CH3:33])=[O:30])=[N:21][CH:20]=2)[CH:13]=[CH:12]3)O1.Br[C:38]1[CH:43]=[CH:42][C:41]([C:44]2[NH:48][C:47]([C@@H:49]3[CH2:57][C:52]4([O:56][CH2:55][CH2:54][O:53]4)[CH2:51][N:50]3[C:58](=[O:68])[C@@H:59]([NH:63][C:64](=[O:67])[O:65][CH3:66])[CH:60]([CH3:62])[CH3:61])=[N:46][CH:45]=2)=[CH:40][CH:39]=1.C(=O)([O-])[O-].[K+].[K+], predict the reaction product. The product is: [CH3:66][O:65][C:64]([NH:63][C@@H:59]([CH:60]([CH3:62])[CH3:61])[C:58]([N:50]1[C@H:49]([C:47]2[NH:48][C:44]([C:41]3[CH:40]=[CH:39][C:38]([C:9]4[CH:10]=[C:11]5[C:12](=[CH:17][CH:18]=4)[CH:13]=[C:14]([C:19]4[NH:23][C:22]([C@@H:24]6[CH2:28][CH2:27][CH2:26][N:25]6[C:29]([O:31][C:32]([CH3:34])([CH3:35])[CH3:33])=[O:30])=[N:21][CH:20]=4)[CH:15]=[CH:16]5)=[CH:43][CH:42]=3)=[CH:45][N:46]=2)[CH2:57][C:52]2([O:56][CH2:55][CH2:54][O:53]2)[CH2:51]1)=[O:68])=[O:67].